Dataset: Full USPTO retrosynthesis dataset with 1.9M reactions from patents (1976-2016). Task: Predict the reactants needed to synthesize the given product. (1) The reactants are: [CH3:1][C:2]1[CH:7]=[C:6]([O:8]CC2C=CC=CC=2)[CH:5]=[CH:4][C:3]=1/[CH:16]=[CH:17]/[C:18]([O:20][CH2:21][CH3:22])=[O:19]. Given the product [OH:8][C:6]1[CH:5]=[CH:4][C:3]([CH2:16][CH2:17][C:18]([O:20][CH2:21][CH3:22])=[O:19])=[C:2]([CH3:1])[CH:7]=1, predict the reactants needed to synthesize it. (2) Given the product [CH:1]1([NH:4][CH:20]2[CH2:25][CH2:24][CH:23]([C:26]([O:28][CH2:29][CH3:30])=[O:27])[CH2:22][CH2:21]2)[CH2:3][CH2:2]1, predict the reactants needed to synthesize it. The reactants are: [CH:1]1([NH2:4])[CH2:3][CH2:2]1.C(O[BH-](OC(=O)C)OC(=O)C)(=O)C.[Na+].O=[C:20]1[CH2:25][CH2:24][CH:23]([C:26]([O:28][CH2:29][CH3:30])=[O:27])[CH2:22][CH2:21]1.C(=O)([O-])O.[Na+]. (3) Given the product [OH:1][C@H:2]([C@H:18]1[O:23][CH2:22][CH2:21][N:20]([C:24]2[CH:29]=[CH:28][C:27]([C:41]3[CH:42]=[CH:43][CH:44]=[CH:45][C:40]=3[CH2:39][CH2:38][OH:37])=[CH:26][CH:25]=2)[C:19]1=[O:31])[C:3]([NH:5][C:6]1[CH:11]=[CH:10][C:9]([C:12]2[NH:16][C:15](=[O:17])[O:14][N:13]=2)=[CH:8][CH:7]=1)=[O:4], predict the reactants needed to synthesize it. The reactants are: [OH:1][C@H:2]([C@H:18]1[O:23][CH2:22][CH2:21][N:20]([C:24]2[CH:29]=[CH:28][C:27](I)=[CH:26][CH:25]=2)[C:19]1=[O:31])[C:3]([NH:5][C:6]1[CH:11]=[CH:10][C:9]([C:12]2[NH:16][C:15](=[O:17])[O:14][N:13]=2)=[CH:8][CH:7]=1)=[O:4].CC([Si](C)(C)[O:37][CH2:38][CH2:39][C:40]1[CH:45]=[CH:44][CH:43]=[CH:42][C:41]=1B(O)O)(C)C.S1C=CC=C1B(O)O. (4) Given the product [O:26]=[C:25]1[CH:24]([O:20][N:19]=[C:16]2[CH2:17][CH2:18][C:12]3([O:11][N:10]=[C:9]([C:8]#[C:7][C:1]4[CH:6]=[CH:5][CH:4]=[CH:3][CH:2]=4)[CH2:13]3)[CH2:14][CH2:15]2)[CH2:29][CH2:28][O:27]1, predict the reactants needed to synthesize it. The reactants are: [C:1]1([C:7]#[C:8][C:9]2[CH2:13][C:12]3([CH2:18][CH2:17][C:16](=[N:19][OH:20])[CH2:15][CH2:14]3)[O:11][N:10]=2)[CH:6]=[CH:5][CH:4]=[CH:3][CH:2]=1.[H-].[Na+].Br[CH:24]1[CH2:29][CH2:28][O:27][C:25]1=[O:26].